Dataset: Reaction yield outcomes from USPTO patents with 853,638 reactions. Task: Predict the reaction yield, written as a fraction of the theoretical maximum amount of product (1.0 means a 100% yield; for example, 0.34 means a 34% yield). The reactants are [S:1]1[C:5]([C:6](OCC)=[O:7])=[CH:4][CH:3]=[C:2]1[C:11]([O:13][CH2:14][CH3:15])=[O:12].[BH4-].[Na+].O. The catalyst is C(O)C. The product is [OH:7][CH2:6][C:5]1[S:1][C:2]([C:11]([O:13][CH2:14][CH3:15])=[O:12])=[CH:3][CH:4]=1. The yield is 0.527.